This data is from Reaction yield outcomes from USPTO patents with 853,638 reactions. The task is: Predict the reaction yield, written as a fraction of the theoretical maximum amount of product (1.0 means a 100% yield; for example, 0.34 means a 34% yield). (1) The yield is 0.640. The catalyst is C(O)(=O)C. The product is [Br:1][C:2]1[CH:9]=[C:8]([F:10])[C:7]([OH:11])=[CH:6][C:3]=1[CH:4]=[O:5]. The reactants are [Br:1][C:2]1[CH:9]=[C:8]([F:10])[C:7]([O:11]C)=[CH:6][C:3]=1[CH:4]=[O:5].Br. (2) The reactants are [N+:1]([C:4]1[C:9]2[NH:10][C:11]([C:17]3[CH:22]=[CH:21][CH:20]=[CH:19][N:18]=3)([C:14]([OH:16])=O)[CH2:12][O:13][C:8]=2[CH:7]=[CH:6][CH:5]=1)([O-:3])=[O:2].F[P-](F)(F)(F)(F)F.[CH3:30][N+:31](C)=C(N(C)C)ON1C2N=CC=CC=2N=N1.C(N(CC)C(C)C)(C)C.CN.C(O)C. The catalyst is CN(C)C=O. The product is [CH3:30][NH:31][C:14]([C:11]1([C:17]2[CH:22]=[CH:21][CH:20]=[CH:19][N:18]=2)[NH:10][C:9]2[C:4]([N+:1]([O-:3])=[O:2])=[CH:5][CH:6]=[CH:7][C:8]=2[O:13][CH2:12]1)=[O:16]. The yield is 0.300.